Task: Predict the reaction yield, written as a fraction of the theoretical maximum amount of product (1.0 means a 100% yield; for example, 0.34 means a 34% yield).. Dataset: Reaction yield outcomes from USPTO patents with 853,638 reactions (1) The product is [C:40]([O:39][C:37]([N:24]1[CH2:25][CH2:26][N:27]([C:28]2[CH:29]=[N:30][C:31]([NH2:34])=[CH:32][CH:33]=2)[C@@H:22]([CH3:21])[CH2:23]1)=[O:38])([CH3:43])([CH3:41])[CH3:42]. The yield is 0.960. No catalyst specified. The reactants are NC1N=CC(N2CCN(C(OC(C)(C)C)=O)CC2)=CC=1.[CH3:21][C@@H:22]1[N:27]([C:28]2[CH:29]=[N:30][C:31]([N+:34]([O-])=O)=[CH:32][CH:33]=2)[CH2:26][CH2:25][N:24]([C:37]([O:39][C:40]([CH3:43])([CH3:42])[CH3:41])=[O:38])[CH2:23]1. (2) The reactants are [CH2:1]([O:8][C:9]1[S:13][C:12]([CH:14]=O)=[CH:11][CH:10]=1)[C:2]1[CH:7]=[CH:6][CH:5]=[CH:4][CH:3]=1.[N:16]1C=CC=CC=1.Cl.NO.C(N1C=CN=C1)(N1C=CN=C1)=O.C(N(CC)CC)C. The catalyst is CN(C)C=O.O. The product is [CH2:1]([O:8][C:9]1[S:13][C:12]([C:14]#[N:16])=[CH:11][CH:10]=1)[C:2]1[CH:7]=[CH:6][CH:5]=[CH:4][CH:3]=1. The yield is 0.140. (3) The yield is 0.0380. The reactants are [H-].[Na+].[N:3]1[CH:8]=[CH:7][CH:6]=[C:5]([CH2:9][OH:10])[CH:4]=1.[CH:11]([CH:14]1[C:19]2[N:20]=[CH:21][NH:22][C:18]=2[CH2:17][CH2:16][N:15]1[C:23](OCC(Cl)(Cl)Cl)=[O:24])([CH3:13])[CH3:12]. The catalyst is C1COCC1. The product is [CH:11]([CH:14]1[C:19]2[N:20]=[CH:21][NH:22][C:18]=2[CH2:17][CH2:16][N:15]1[C:23]([O:10][CH2:9][C:5]1[CH:4]=[N:3][CH:8]=[CH:7][CH:6]=1)=[O:24])([CH3:13])[CH3:12]. (4) The reactants are [C:1]([NH:9][C@H:10]([C:12]([OH:14])=O)[CH3:11])(=[O:8])[C:2]1[CH:7]=[CH:6][CH:5]=[CH:4][CH:3]=1.C(C1NC=CN=1)(C1NC=CN=1)=O.[C:27]([O:30][CH2:31][CH3:32])(=[O:29])[CH3:28].[Li+].CC([N-]C(C)C)C. The catalyst is C1COCC1. The product is [C:1]([NH:9][CH:10]([CH3:11])[C:12](=[O:14])[CH2:28][C:27]([O:30][CH2:31][CH3:32])=[O:29])(=[O:8])[C:2]1[CH:3]=[CH:4][CH:5]=[CH:6][CH:7]=1. The yield is 0.955. (5) The yield is 0.510. The catalyst is CN(C1C=CN=CC=1)C.C(Cl)Cl. The reactants are C(N=C=NCCCN(C)C)C.[CH3:12][C:13]1[C:17]([C:18]([OH:20])=[O:19])=[C:16]([CH3:21])[O:15][N:14]=1.[Cl:22][C:23]1[CH:40]=[CH:39][C:26]([CH2:27][O:28][C:29]2[CH:38]=[CH:37][C:32](/[C:33](=[N:35]/O)/[NH2:34])=[CH:31][CH:30]=2)=[CH:25][CH:24]=1. The product is [Cl:22][C:23]1[CH:40]=[CH:39][C:26]([CH2:27][O:28][C:29]2[CH:38]=[CH:37][C:32](/[C:33](=[N:34]/[O:19][C:18]([C:17]3[C:13]([CH3:12])=[N:14][O:15][C:16]=3[CH3:21])=[O:20])/[NH2:35])=[CH:31][CH:30]=2)=[CH:25][CH:24]=1. (6) The reactants are [F:1][C:2]1[CH:8]=[CH:7][C:5]([NH2:6])=[CH:4][C:3]=1[N+:9]([O-:11])=[O:10].O1CCOCC1.[Cl:18][C:19]1[CH:27]=[C:26]([F:28])[CH:25]=[CH:24][C:20]=1[C:21](Cl)=[O:22]. The catalyst is C(OCC)(=O)C. The product is [Cl:18][C:19]1[CH:27]=[C:26]([F:28])[CH:25]=[CH:24][C:20]=1[C:21]([NH:6][C:5]1[CH:7]=[CH:8][C:2]([F:1])=[C:3]([N+:9]([O-:11])=[O:10])[CH:4]=1)=[O:22]. The yield is 0.850.